From a dataset of Full USPTO retrosynthesis dataset with 1.9M reactions from patents (1976-2016). Predict the reactants needed to synthesize the given product. (1) Given the product [C:19]([C:3]1[C:2]2[O:1][CH2:22][C:23](=[O:24])[NH:8][C:7]=2[CH:6]=[C:5]([O:11][CH2:12][C:13]2[CH:18]=[CH:17][CH:16]=[CH:15][CH:14]=2)[CH:4]=1)(=[O:21])[CH3:20], predict the reactants needed to synthesize it. The reactants are: [OH:1][C:2]1[C:7]([N+:8]([O-])=O)=[CH:6][C:5]([O:11][CH2:12][C:13]2[CH:18]=[CH:17][CH:16]=[CH:15][CH:14]=2)=[CH:4][C:3]=1[C:19](=[O:21])[CH3:20].[CH3:22][CH:23]1CCC[O:24]1.[H][H].C(=O)([O-])[O-].[K+].[K+].ClCC(Cl)=O. (2) Given the product [CH2:29]([C:31]1[N:32]([C:2]2[N:10]=[C:9]3[C:5]([N:6]=[C:7]([CH2:12][N:13]4[CH2:18][CH2:17][C@@H:16]([N:19]([CH3:20])[CH3:21])[C@@H:15]([F:22])[CH2:14]4)[N:8]3[CH3:11])=[C:4]([N:23]3[CH2:28][CH2:27][O:26][CH2:25][CH2:24]3)[N:3]=2)[C:33]2[CH:39]=[CH:38][CH:37]=[CH:36][C:34]=2[N:35]=1)[CH3:30], predict the reactants needed to synthesize it. The reactants are: Cl[C:2]1[N:10]=[C:9]2[C:5]([N:6]=[C:7]([CH2:12][N:13]3[CH2:18][CH2:17][CH:16]([N:19]([CH3:21])[CH3:20])[CH:15]([F:22])[CH2:14]3)[N:8]2[CH3:11])=[C:4]([N:23]2[CH2:28][CH2:27][O:26][CH2:25][CH2:24]2)[N:3]=1.[CH2:29]([C:31]1[NH:32][C:33]2[CH:39]=[CH:38][CH:37]=[CH:36][C:34]=2[N:35]=1)[CH3:30]. (3) The reactants are: [NH2:1][C:2]1[N:3]=[C:4]([NH:17][CH:18]2[CH2:23][CH2:22][N:21]([S:24]([CH2:27][CH2:28][CH2:29]Cl)(=[O:26])=[O:25])[CH2:20][CH2:19]2)[S:5][C:6]=1[C:7]([C:9]1[C:14]([F:15])=[CH:13][CH:12]=[CH:11][C:10]=1[F:16])=[O:8].[Na+].[I-:32].O. Given the product [NH2:1][C:2]1[N:3]=[C:4]([NH:17][CH:18]2[CH2:23][CH2:22][N:21]([S:24]([CH2:27][CH2:28][CH2:29][I:32])(=[O:26])=[O:25])[CH2:20][CH2:19]2)[S:5][C:6]=1[C:7]([C:9]1[C:14]([F:15])=[CH:13][CH:12]=[CH:11][C:10]=1[F:16])=[O:8], predict the reactants needed to synthesize it.